Dataset: NCI-60 drug combinations with 297,098 pairs across 59 cell lines. Task: Regression. Given two drug SMILES strings and cell line genomic features, predict the synergy score measuring deviation from expected non-interaction effect. (1) Drug 1: CN1CCC(CC1)COC2=C(C=C3C(=C2)N=CN=C3NC4=C(C=C(C=C4)Br)F)OC. Drug 2: CCC1(CC2CC(C3=C(CCN(C2)C1)C4=CC=CC=C4N3)(C5=C(C=C6C(=C5)C78CCN9C7C(C=CC9)(C(C(C8N6C=O)(C(=O)OC)O)OC(=O)C)CC)OC)C(=O)OC)O.OS(=O)(=O)O. Cell line: IGROV1. Synergy scores: CSS=71.2, Synergy_ZIP=10.3, Synergy_Bliss=12.2, Synergy_Loewe=12.3, Synergy_HSA=13.0. (2) Drug 1: CC1C(C(CC(O1)OC2CC(CC3=C2C(=C4C(=C3O)C(=O)C5=C(C4=O)C(=CC=C5)OC)O)(C(=O)CO)O)N)O.Cl. Drug 2: N.N.Cl[Pt+2]Cl. Cell line: SK-MEL-2. Synergy scores: CSS=64.4, Synergy_ZIP=3.96, Synergy_Bliss=7.89, Synergy_Loewe=-0.857, Synergy_HSA=7.01. (3) Drug 1: CCC1=C2CN3C(=CC4=C(C3=O)COC(=O)C4(CC)O)C2=NC5=C1C=C(C=C5)O. Drug 2: CC(C)CN1C=NC2=C1C3=CC=CC=C3N=C2N. Cell line: MCF7. Synergy scores: CSS=16.0, Synergy_ZIP=-3.71, Synergy_Bliss=0.0647, Synergy_Loewe=-11.7, Synergy_HSA=-0.762. (4) Drug 1: CCCS(=O)(=O)NC1=C(C(=C(C=C1)F)C(=O)C2=CNC3=C2C=C(C=N3)C4=CC=C(C=C4)Cl)F. Drug 2: C1=CC(=CC=C1CCC2=CNC3=C2C(=O)NC(=N3)N)C(=O)NC(CCC(=O)O)C(=O)O. Cell line: MALME-3M. Synergy scores: CSS=57.0, Synergy_ZIP=5.33, Synergy_Bliss=4.63, Synergy_Loewe=1.82, Synergy_HSA=6.71. (5) Drug 1: CC12CCC3C(C1CCC2NC(=O)OCC(F)(F)F)CCC4C3(C=CC(=O)N4C)C. Drug 2: CC1CCC2CC(C(=CC=CC=CC(CC(C(=O)C(C(C(=CC(C(=O)CC(OC(=O)C3CCCCN3C(=O)C(=O)C1(O2)O)C(C)CC4CCC(C(C4)OC)OP(=O)(C)C)C)C)O)OC)C)C)C)OC. Cell line: HCT116. Synergy scores: CSS=0.110, Synergy_ZIP=-1.94, Synergy_Bliss=-2.76, Synergy_Loewe=-2.36, Synergy_HSA=-2.36. (6) Drug 1: CCCCC(=O)OCC(=O)C1(CC(C2=C(C1)C(=C3C(=C2O)C(=O)C4=C(C3=O)C=CC=C4OC)O)OC5CC(C(C(O5)C)O)NC(=O)C(F)(F)F)O. Drug 2: C1CC(=O)NC(=O)C1N2C(=O)C3=CC=CC=C3C2=O. Cell line: MCF7. Synergy scores: CSS=37.2, Synergy_ZIP=-0.698, Synergy_Bliss=-2.10, Synergy_Loewe=-14.3, Synergy_HSA=-2.31. (7) Drug 1: CS(=O)(=O)C1=CC(=C(C=C1)C(=O)NC2=CC(=C(C=C2)Cl)C3=CC=CC=N3)Cl. Cell line: COLO 205. Drug 2: CN1CCC(CC1)COC2=C(C=C3C(=C2)N=CN=C3NC4=C(C=C(C=C4)Br)F)OC. Synergy scores: CSS=-1.95, Synergy_ZIP=6.06, Synergy_Bliss=2.64, Synergy_Loewe=-10.2, Synergy_HSA=-7.69.